From a dataset of Reaction yield outcomes from USPTO patents with 853,638 reactions. Predict the reaction yield, written as a fraction of the theoretical maximum amount of product (1.0 means a 100% yield; for example, 0.34 means a 34% yield). (1) The catalyst is CN(C=O)C. The product is [N:18]([CH2:2][CH:3]([F:17])[CH2:4][CH2:5][N:6]1[CH:11]=[CH:10][C:9]([C:12]([O:14][CH3:15])=[O:13])=[CH:8][C:7]1=[O:16])=[N+:19]=[N-:20]. The yield is 0.980. The reactants are Br[CH2:2][CH:3]([F:17])[CH2:4][CH2:5][N:6]1[CH:11]=[CH:10][C:9]([C:12]([O:14][CH3:15])=[O:13])=[CH:8][C:7]1=[O:16].[N-:18]=[N+:19]=[N-:20].[Na+]. (2) The reactants are [OH:1][CH2:2][CH2:3][O:4][C:5](=[O:8])[CH:6]=[CH2:7].[CH3:9][O:10][C:11](=[O:15])[C:12]([CH3:14])=[CH2:13].CC(N=NC(C#N)(C)C)(C#N)C. The catalyst is C1COCC1. The product is [OH:1][CH2:2][CH2:3][O:4][C:5](=[O:8])[CH:6]=[CH2:7].[CH3:9][O:10][C:11](=[O:15])[C:12]([CH3:14])=[CH2:13]. The yield is 0.820. (3) The reactants are Br[C:2]1[CH:7]=[CH:6][C:5]([C@@H:8]([N:11]2[CH2:16][CH2:15][C@@:14]([C:20]3[CH:25]=[CH:24][C:23]([F:26])=[CH:22][CH:21]=3)([CH2:17][CH2:18][OH:19])[O:13][C:12]2=[O:27])[CH2:9][CH3:10])=[CH:4][CH:3]=1.[F:28][C:29]1[CH:34]=[C:33]([F:35])[CH:32]=[CH:31][C:30]=1B(O)O. The catalyst is O1CCOCC1.C1C=CC([P]([Pd]([P](C2C=CC=CC=2)(C2C=CC=CC=2)C2C=CC=CC=2)([P](C2C=CC=CC=2)(C2C=CC=CC=2)C2C=CC=CC=2)[P](C2C=CC=CC=2)(C2C=CC=CC=2)C2C=CC=CC=2)(C2C=CC=CC=2)C2C=CC=CC=2)=CC=1. The product is [F:28][C:29]1[CH:34]=[C:33]([F:35])[CH:32]=[CH:31][C:30]=1[C:2]1[CH:3]=[CH:4][C:5]([C@@H:8]([N:11]2[CH2:16][CH2:15][C@@:14]([C:20]3[CH:25]=[CH:24][C:23]([F:26])=[CH:22][CH:21]=3)([CH2:17][CH2:18][OH:19])[O:13][C:12]2=[O:27])[CH2:9][CH3:10])=[CH:6][CH:7]=1. The yield is 0.260. (4) The reactants are [NH2:1][C:2]1[CH:3]=[C:4]([C:8]([CH3:12])([CH3:11])[C:9]#[N:10])[CH:5]=[CH:6][CH:7]=1.C(=O)([O-])[O-].[K+].[K+].Cl[C:20]([O:22][C:23]1[CH:28]=[CH:27][CH:26]=[CH:25][CH:24]=1)=[O:21]. The catalyst is C1COCC1. The product is [C:9]([C:8]([C:4]1[CH:3]=[C:2]([NH:1][C:20](=[O:21])[O:22][C:23]2[CH:28]=[CH:27][CH:26]=[CH:25][CH:24]=2)[CH:7]=[CH:6][CH:5]=1)([CH3:12])[CH3:11])#[N:10]. The yield is 0.960.